Task: Predict the product of the given reaction.. Dataset: Forward reaction prediction with 1.9M reactions from USPTO patents (1976-2016) Given the reactants C(Cl)Cl.[CH2:4]([CH:11]([NH:15][C:16](=[O:33])/[CH:17]=[CH:18]/[C:19]1[CH:24]=[CH:23][C:22]([N:25]2[CH:29]=[C:28]([CH3:30])[N:27]=[CH:26]2)=[C:21]([O:31][CH3:32])[CH:20]=1)[CH:12]([OH:14])[CH3:13])[C:5]1[CH:10]=[CH:9][CH:8]=[CH:7][CH:6]=1.CC(OI1(OC(C)=O)(OC(C)=O)OC(=O)C2C=CC=CC1=2)=O.O.C(=O)(O)[O-].[Na+], predict the reaction product. The product is: [CH2:4]([CH:11]([NH:15][C:16](=[O:33])/[CH:17]=[CH:18]/[C:19]1[CH:24]=[CH:23][C:22]([N:25]2[CH:29]=[C:28]([CH3:30])[N:27]=[CH:26]2)=[C:21]([O:31][CH3:32])[CH:20]=1)[C:12](=[O:14])[CH3:13])[C:5]1[CH:6]=[CH:7][CH:8]=[CH:9][CH:10]=1.